From a dataset of Catalyst prediction with 721,799 reactions and 888 catalyst types from USPTO. Predict which catalyst facilitates the given reaction. (1) The catalyst class is: 6. Reactant: [CH3:1][N:2]1[C:6]([C:7]2[CH:8]=[N:9][CH:10]=[CH:11][CH:12]=2)=[C:5]([CH:13]=O)[CH:4]=[N:3]1.[H-].[Na+].C(OP([CH2:25][C:26]([O:28][CH2:29][CH3:30])=[O:27])(OCC)=O)C.CN(C)C=O. Product: [CH3:1][N:2]1[C:6]([C:7]2[CH:8]=[N:9][CH:10]=[CH:11][CH:12]=2)=[C:5](/[CH:13]=[CH:25]/[C:26]([O:28][CH2:29][CH3:30])=[O:27])[CH:4]=[N:3]1. (2) Reactant: [CH:1]([C:3]1[CH:8]=[CH:7][C:6]([NH:9][C:10]([CH2:12][CH2:13][CH2:14][CH2:15][N:16]([CH3:43])[C:17]([CH2:19][CH2:20][N:21]2[CH2:26][CH2:25][CH:24]([O:27][C:28](=[O:42])[NH:29][C:30]3[CH:35]=[CH:34][CH:33]=[CH:32][C:31]=3[C:36]3[CH:41]=[CH:40][CH:39]=[CH:38][CH:37]=3)[CH2:23][CH2:22]2)=[O:18])=[O:11])=[CH:5][CH:4]=1)=O.C(O)(=O)C.[NH2:48][CH2:49][C@@H:50]([C:59]1[CH:68]=[CH:67][C:66]([OH:69])=[C:65]2[C:60]=1[CH:61]=[CH:62][C:63](=[O:70])[NH:64]2)[O:51][Si:52]([C:55]([CH3:58])([CH3:57])[CH3:56])([CH3:54])[CH3:53].C(Cl)Cl.C(O[BH-](OC(=O)C)OC(=O)C)(=O)C.[Na+]. Product: [C:55]([Si:52]([CH3:54])([CH3:53])[O:51][C@H:50]([C:59]1[CH:68]=[CH:67][C:66]([OH:69])=[C:65]2[C:60]=1[CH:61]=[CH:62][C:63](=[O:70])[NH:64]2)[CH2:49][NH:48][CH2:1][C:3]1[CH:4]=[CH:5][C:6]([NH:9][C:10]([CH2:12][CH2:13][CH2:14][CH2:15][N:16]([CH3:43])[C:17]([CH2:19][CH2:20][N:21]2[CH2:22][CH2:23][CH:24]([O:27][C:28](=[O:42])[NH:29][C:30]3[CH:35]=[CH:34][CH:33]=[CH:32][C:31]=3[C:36]3[CH:37]=[CH:38][CH:39]=[CH:40][CH:41]=3)[CH2:25][CH2:26]2)=[O:18])=[O:11])=[CH:7][CH:8]=1)([CH3:58])([CH3:57])[CH3:56]. The catalyst class is: 5.